This data is from Forward reaction prediction with 1.9M reactions from USPTO patents (1976-2016). The task is: Predict the product of the given reaction. (1) Given the reactants [NH2:1][N+:2]1[C:7]([O:8][CH3:9])=[CH:6][CH:5]=[C:4]([Br:10])[C:3]=1[NH2:11].CC1C=C(C)C=C(C)C=1S([O-])(=O)=O.[CH2:25]([O:27][C:28]([C:30]1([CH:33]=O)[CH2:32][CH2:31]1)=[O:29])[CH3:26].[OH-].[K+], predict the reaction product. The product is: [CH2:25]([O:27][C:28]([C:30]1([C:33]2[N:11]=[C:3]3[C:4]([Br:10])=[CH:5][CH:6]=[C:7]([O:8][CH3:9])[N:2]3[N:1]=2)[CH2:32][CH2:31]1)=[O:29])[CH3:26]. (2) Given the reactants [CH2:1]([O:8][C:9]([NH:11][C:12]1[CH:17]=[CH:16][C:15](B(O)O)=[CH:14][C:13]=1[F:21])=[O:10])[C:2]1[CH:7]=[CH:6][CH:5]=[CH:4][CH:3]=1.[Li+].[Cl-].C([O-])([O-])=O.[Na+].[Na+].[C:30]([Si:34]([CH3:51])([CH3:50])[O:35][CH:36]1[CH2:41][CH2:40][C:39](OS(C(F)(F)F)(=O)=O)=[CH:38][CH2:37]1)([CH3:33])([CH3:32])[CH3:31], predict the reaction product. The product is: [CH2:1]([O:8][C:9](=[O:10])[NH:11][C:12]1[CH:17]=[CH:16][C:15]([C:39]2[CH2:40][CH2:41][CH:36]([O:35][Si:34]([C:30]([CH3:33])([CH3:32])[CH3:31])([CH3:50])[CH3:51])[CH2:37][CH:38]=2)=[CH:14][C:13]=1[F:21])[C:2]1[CH:7]=[CH:6][CH:5]=[CH:4][CH:3]=1. (3) Given the reactants [Cl:1][C:2]1[CH:10]=[C:9]([N+:11]([O-:13])=[O:12])[CH:8]=[CH:7][C:3]=1[C:4](O)=[O:5].S(Cl)(Cl)=O.Cl.CN.[CH:21]([N:24](CC)C(C)C)(C)C, predict the reaction product. The product is: [Cl:1][C:2]1[CH:10]=[C:9]([N+:11]([O-:13])=[O:12])[CH:8]=[CH:7][C:3]=1[C:4]([NH:24][CH3:21])=[O:5]. (4) Given the reactants Br[C:2]1[CH:20]=[CH:19][C:18]([Cl:21])=[CH:17][C:3]=1[CH2:4][O:5][C:6]1[CH:11]=[CH:10][C:9]([O:12][CH2:13][CH2:14][O:15][CH3:16])=[CH:8][CH:7]=1.[B:22](OC(C)C)([O:27]C(C)C)[O:23]C(C)C.[Li]CCCC, predict the reaction product. The product is: [CH3:16][O:15][CH2:14][CH2:13][O:12][C:9]1[CH:10]=[CH:11][C:6]([O:5][CH2:4][C:3]2[CH:17]=[C:18]([Cl:21])[CH:19]=[CH:20][C:2]=2[B:22]([OH:27])[OH:23])=[CH:7][CH:8]=1. (5) Given the reactants [C:1]1(=[O:8])[CH:6]=[CH:5][C:4](=[O:7])[CH:3]=[CH:2]1.[CH:9]([N:12]1[CH2:17][CH2:16][O:15][CH2:14][CH2:13]1)=[CH:10][CH3:11], predict the reaction product. The product is: [CH3:11][CH:10]1[C:3]2[CH:2]=[C:1]([OH:8])[CH:6]=[CH:5][C:4]=2[O:7][CH:9]1[N:12]1[CH2:17][CH2:16][O:15][CH2:14][CH2:13]1. (6) Given the reactants [S:1]1[CH:5]=[CH:4][C:3]([S:6]([O:9][C:10]2[C:18]([O:19][CH3:20])=[CH:17][C:16]([C:21]3[N:22]([C:32]([O:34][C:35]([CH3:38])([CH3:37])[CH3:36])=[O:33])[C:23]4[C:28]([CH:29]=3)=[CH:27][C:26]([CH:30]=O)=[CH:25][CH:24]=4)=[C:15]3[C:11]=2[CH2:12][NH:13][C:14]3=[O:39])(=[O:8])=[O:7])=[CH:2]1.[NH:40]1[CH2:44][CH2:43][CH2:42][CH2:41]1.C(O)(=O)C.C(O[BH-](OC(=O)C)OC(=O)C)(=O)C.[Na+], predict the reaction product. The product is: [S:1]1[CH:5]=[CH:4][C:3]([S:6]([O:9][C:10]2[C:18]([O:19][CH3:20])=[CH:17][C:16]([C:21]3[N:22]([C:32]([O:34][C:35]([CH3:37])([CH3:36])[CH3:38])=[O:33])[C:23]4[C:28]([CH:29]=3)=[CH:27][C:26]([CH2:30][N:40]3[CH2:44][CH2:43][CH2:42][CH2:41]3)=[CH:25][CH:24]=4)=[C:15]3[C:11]=2[CH2:12][NH:13][C:14]3=[O:39])(=[O:8])=[O:7])=[CH:2]1. (7) Given the reactants [CH:1]1([N:7]2[C:12](=[O:13])[C:11]([C:14]([NH:16][CH2:17][C:18]([O:20]CC)=[O:19])=[O:15])=[C:10]([OH:23])[N:9]([CH:24]3[CH2:29][CH2:28][CH2:27][N:26](C(OCC4C=CC=CC=4)=O)[CH2:25]3)[C:8]2=[O:40])[CH2:6][CH2:5][CH2:4][CH2:3][CH2:2]1.[BrH:41], predict the reaction product. The product is: [BrH:41].[CH:1]1([N:7]2[C:12](=[O:13])[C:11]([C:14]([NH:16][CH2:17][C:18]([OH:20])=[O:19])=[O:15])=[C:10]([OH:23])[N:9]([CH:24]3[CH2:29][CH2:28][CH2:27][NH:26][CH2:25]3)[C:8]2=[O:40])[CH2:6][CH2:5][CH2:4][CH2:3][CH2:2]1. (8) Given the reactants [C:1]([O:5][C:6]([N:8]1[CH2:13][CH2:12][N:11]([C:14]2[CH:19]=[CH:18][CH:17]=[C:16](Br)[CH:15]=2)[CH2:10][CH2:9]1)=[O:7])([CH3:4])([CH3:3])[CH3:2].C([Li])CCC.[B:26](OC(C)C)([O:31]C(C)C)[O:27]C(C)C.[Cl-].[NH4+].OP(O)(O)=O, predict the reaction product. The product is: [C:1]([O:5][C:6]([N:8]1[CH2:13][CH2:12][N:11]([C:14]2[CH:15]=[C:16]([B:26]([OH:31])[OH:27])[CH:17]=[CH:18][CH:19]=2)[CH2:10][CH2:9]1)=[O:7])([CH3:4])([CH3:3])[CH3:2]. (9) Given the reactants [H-].[Na+].[OH:3][CH2:4][C:5]1[O:9][N:8]=[C:7]([C:10]([O:12][CH2:13][CH3:14])=[O:11])[CH:6]=1.Br[CH2:16][CH2:17][CH2:18][CH2:19][C:20]1[CH:25]=[CH:24][CH:23]=[CH:22][CH:21]=1.[Cl-].[NH4+], predict the reaction product. The product is: [C:20]1([CH2:19][CH2:18][CH2:17][CH2:16][O:3][CH2:4][C:5]2[O:9][N:8]=[C:7]([C:10]([O:12][CH2:13][CH3:14])=[O:11])[CH:6]=2)[CH:25]=[CH:24][CH:23]=[CH:22][CH:21]=1.